The task is: Predict the reaction yield, written as a fraction of the theoretical maximum amount of product (1.0 means a 100% yield; for example, 0.34 means a 34% yield).. This data is from Reaction yield outcomes from USPTO patents with 853,638 reactions. The reactants are [ClH:1].[N:2]1[CH:7]=[CH:6][CH:5]=[CH:4][C:3]=1[C:8]#[C:9][CH2:10][CH2:11][N:12]1[N:16]=[C:15]2[CH:17]=[CH:18][CH:19]=[CH:20][C:14]2=[N:13]1. The catalyst is O1CCOCC1. The product is [ClH:1].[N:2]1[CH:7]=[CH:6][CH:5]=[CH:4][C:3]=1[C:8]#[C:9][CH2:10][CH2:11][N:12]1[N:16]=[C:15]2[CH:17]=[CH:18][CH:19]=[CH:20][C:14]2=[N:13]1. The yield is 0.600.